From a dataset of Catalyst prediction with 721,799 reactions and 888 catalyst types from USPTO. Predict which catalyst facilitates the given reaction. (1) Reactant: [S:1]1[CH:5]=[CH:4][CH:3]=[C:2]1[CH2:6][CH2:7][OH:8].C1C(=O)N([Br:16])C(=O)C1. Product: [Br:16][C:5]1[S:1][C:2]([CH2:6][CH2:7][OH:8])=[CH:3][CH:4]=1. The catalyst class is: 11. (2) Reactant: C(NC(C)C)(C)C.C([Li])CCC.CCCCCC.[Br:19][C:20]1[C:21]([O:31][CH3:32])=[N:22][C:23]([C:27]([F:30])([F:29])[F:28])=[C:24]([Br:26])[CH:25]=1.[CH:33](OC)=[O:34]. Product: [Br:19][C:20]1[C:21]([O:31][CH3:32])=[N:22][C:23]([C:27]([F:30])([F:29])[F:28])=[C:24]([Br:26])[C:25]=1[CH:33]=[O:34]. The catalyst class is: 1. (3) Reactant: C[O:2][C:3]1[CH:16]=[C:15]2[C:6]([CH:7]([CH3:29])[N:8]([S:17]([C:20]3[CH:25]=[CH:24][C:23]([O:26]C)=[C:22]([CH3:28])[CH:21]=3)(=[O:19])=[O:18])[C:9]3[CH:10]=[CH:11][CH:12]=[CH:13][C:14]=32)=[CH:5][CH:4]=1.B(Cl)(Cl)Cl.ClCCl. Product: [OH:26][C:23]1[CH:24]=[CH:25][C:20]([S:17]([N:8]2[CH:7]([CH3:29])[C:6]3[C:15](=[CH:16][C:3]([OH:2])=[CH:4][CH:5]=3)[C:14]3[CH:13]=[CH:12][CH:11]=[CH:10][C:9]2=3)(=[O:19])=[O:18])=[CH:21][C:22]=1[CH3:28]. The catalyst class is: 682. (4) Reactant: [CH3:1][C:2]1([CH3:22])[C:11]2[N:10]=[C:9]([N:12]3[CH2:17][CH2:16][CH:15]([CH3:18])[CH2:14][CH2:13]3)[C:8]([C:19]([OH:21])=O)=[CH:7][C:6]=2[CH2:5][CH2:4][CH2:3]1.CN(C(ON1N=NC2C=CC=NC1=2)=[N+](C)C)C.F[P-](F)(F)(F)(F)F.C(=O)([O-])[O-].[Na+].[Na+].[Cl:53][C:54]1[C:55]([S:60]([NH2:63])(=[O:62])=[O:61])=[N:56][CH:57]=[CH:58][N:59]=1. Product: [Cl:53][C:54]1[C:55]([S:60]([NH:63][C:19]([C:8]2[C:9]([N:12]3[CH2:13][CH2:14][CH:15]([CH3:18])[CH2:16][CH2:17]3)=[N:10][C:11]3[C:2]([CH3:1])([CH3:22])[CH2:3][CH2:4][CH2:5][C:6]=3[CH:7]=2)=[O:21])(=[O:61])=[O:62])=[N:56][CH:57]=[CH:58][N:59]=1. The catalyst class is: 9. (5) Reactant: [CH3:1][C:2]1([CH3:10])[CH2:5][CH:4]([CH2:6][C:7]([OH:9])=O)[CH2:3]1.[CH3:11]NOC.CN(C(ON1N=NC2C=CC=NC1=2)=[N+](C)C)C.F[P-](F)(F)(F)(F)F.C[Mg]Br. Product: [CH3:10][C:2]1([CH3:1])[CH2:3][CH:4]([CH2:6][C:7](=[O:9])[CH3:11])[CH2:5]1. The catalyst class is: 144. (6) Reactant: Br[CH2:2][C:3]1[C:8]([CH3:9])=[N:7][C:6]([CH3:10])=[C:5]([CH3:11])[N:4]=1.[C:12]([O:23][CH3:24])(=[O:22])[C:13]1[CH:21]=[CH:20][C:18]([OH:19])=[C:15]([O:16][CH3:17])[CH:14]=1.C(=O)([O-])[O-].[K+].[K+].CN(C=O)C. Product: [CH3:24][O:23][C:12](=[O:22])[C:13]1[CH:21]=[CH:20][C:18]([O:19][CH2:2][C:3]2[C:8]([CH3:9])=[N:7][C:6]([CH3:10])=[C:5]([CH3:11])[N:4]=2)=[C:15]([O:16][CH3:17])[CH:14]=1. The catalyst class is: 6. (7) Reactant: [CH3:1][O:2][C:3]1[CH:4]=[C:5]([Mg]Br)[CH:6]=[CH:7][CH:8]=1.[C:11]1(=[O:15])[CH2:14][CH2:13][CH2:12]1.[NH4+].[Cl-].O. Product: [CH3:1][O:2][C:3]1[CH:4]=[C:5]([C:11]2([OH:15])[CH2:14][CH2:13][CH2:12]2)[CH:6]=[CH:7][CH:8]=1. The catalyst class is: 27.